Predict which catalyst facilitates the given reaction. From a dataset of Catalyst prediction with 721,799 reactions and 888 catalyst types from USPTO. (1) Reactant: [I:1][C:2]1[CH:7]=[CH:6][C:5]([NH:8][C:9]2[N:14]=[CH:13][CH:12]=[CH:11][N:10]=2)=[CH:4][CH:3]=1.[H-].[Na+].Br[CH2:18][CH2:19][C:20]#[N:21]. Product: [I:1][C:2]1[CH:3]=[CH:4][C:5]([N:8]([CH2:18][CH2:19][C:20]#[N:21])[C:9]2[N:10]=[CH:11][CH:12]=[CH:13][N:14]=2)=[CH:6][CH:7]=1. The catalyst class is: 163. (2) Reactant: [C:1]1([C:7]2[CH:8]=[C:9]([C:16]#[N:17])[S:10][C:11]=2[C:12]([F:15])([F:14])[F:13])[CH:6]=[CH:5][CH:4]=[CH:3][CH:2]=1.[NH2:18][OH:19].CCOC(C)=O.CCCCCCC. Product: [OH:19]/[N:18]=[C:16](/[C:9]1[S:10][C:11]([C:12]([F:15])([F:13])[F:14])=[C:7]([C:1]2[CH:6]=[CH:5][CH:4]=[CH:3][CH:2]=2)[CH:8]=1)\[NH2:17]. The catalyst class is: 8. (3) Reactant: C(OC(=O)[NH:7][C:8]1[CH:13]=[C:12]([N:14]([CH2:16][CH:17]([CH3:19])[CH3:18])[CH3:15])[C:11]([C:20]([F:23])([F:22])[F:21])=[CH:10][C:9]=1[NH:24][C:25](=[O:41])[CH2:26][C:27]([C:29]1[CH:34]=[CH:33][CH:32]=[C:31]([C:35]2[O:39][N:38]=[C:37]([CH3:40])[CH:36]=2)[CH:30]=1)=O)(C)(C)C.C(O)(C(F)(F)F)=O. Product: [CH2:16]([N:14]([CH3:15])[C:12]1[C:11]([C:20]([F:21])([F:23])[F:22])=[CH:10][C:9]2[NH:24][C:25](=[O:41])[CH2:26][C:27]([C:29]3[CH:34]=[CH:33][CH:32]=[C:31]([C:35]4[O:39][N:38]=[C:37]([CH3:40])[CH:36]=4)[CH:30]=3)=[N:7][C:8]=2[CH:13]=1)[CH:17]([CH3:18])[CH3:19]. The catalyst class is: 2. (4) Reactant: O.[ClH:2].[CH3:3][C:4]1[C:9]([CH3:10])=[CH:8][CH:7]=[CH:6][C:5]=1[CH:11]([C:13]1[NH:17][CH:16]=[N:15][CH:14]=1)[CH3:12].CC(C)=O. Product: [ClH:2].[CH3:3][C:4]1[C:9]([CH3:10])=[CH:8][CH:7]=[CH:6][C:5]=1[CH:11]([C:13]1[NH:17][CH:16]=[N:15][CH:14]=1)[CH3:12]. The catalyst class is: 6. (5) Reactant: [C:1]([O:5][C:6]([NH:8][C@@H:9]([C:12]1[C:13]([F:30])=[C:14]([C:26]([Cl:29])=[CH:27][CH:28]=1)[C:15]([C:17]1[CH:18]=[CH:19][C:20]([C:23](O)=[O:24])=[N:21][CH:22]=1)=[O:16])[CH2:10][CH3:11])=[O:7])([CH3:4])([CH3:3])[CH3:2].[Cl-].[NH4+].CC[N:35](C(C)C)C(C)C.CN(C(ON1N=NC2C=CC=NC1=2)=[N+](C)C)C.F[P-](F)(F)(F)(F)F. Product: [C:1]([O:5][C:6](=[O:7])[NH:8][C@@H:9]([C:12]1[CH:28]=[CH:27][C:26]([Cl:29])=[C:14]([C:15]([C:17]2[CH:22]=[N:21][C:20]([C:23](=[O:24])[NH2:35])=[CH:19][CH:18]=2)=[O:16])[C:13]=1[F:30])[CH2:10][CH3:11])([CH3:2])([CH3:4])[CH3:3]. The catalyst class is: 4. (6) Reactant: [F:1][C:2]1[CH:27]=[C:26]([S:28]([CH3:31])(=[O:30])=[O:29])[C:25]([F:32])=[CH:24][C:3]=1[O:4][CH:5]1[CH2:9][CH2:8][N:7]([CH:10]2[CH2:15][CH2:14][N:13](C(OC(C)(C)C)=O)[CH2:12][CH2:11]2)[C:6]1=[O:23].FC(F)(F)C(O)=O. Product: [F:1][C:2]1[CH:27]=[C:26]([S:28]([CH3:31])(=[O:30])=[O:29])[C:25]([F:32])=[CH:24][C:3]=1[O:4][CH:5]1[CH2:9][CH2:8][N:7]([CH:10]2[CH2:15][CH2:14][NH:13][CH2:12][CH2:11]2)[C:6]1=[O:23]. The catalyst class is: 4. (7) Reactant: Cl.[CH3:2][O:3][C:4](=[O:18])[C:5]1[CH:10]=[CH:9][CH:8]=[CH:7][C:6]=1[O:11][CH:12]1[CH2:17][CH2:16][NH:15][CH2:14][CH2:13]1.[CH2:19](N(CC)CC)C.C=O.C(O[BH-](OC(=O)C)OC(=O)C)(=O)C.[Na+]. Product: [CH3:2][O:3][C:4](=[O:18])[C:5]1[CH:10]=[CH:9][CH:8]=[CH:7][C:6]=1[O:11][CH:12]1[CH2:17][CH2:16][N:15]([CH3:19])[CH2:14][CH2:13]1. The catalyst class is: 68. (8) Reactant: [Br:1]N1C(=O)CCC1=O.[O:9]=[C:10]1[C@@H:16]([NH:17][C:18](=[O:24])[O:19][C:20]([CH3:23])([CH3:22])[CH3:21])[CH2:15][CH2:14][C:13]2[CH:25]=[CH:26][CH:27]=[CH:28][C:12]=2[NH:11]1. Product: [Br:1][C:26]1[CH:27]=[CH:28][C:12]2[NH:11][C:10](=[O:9])[C@@H:16]([NH:17][C:18](=[O:24])[O:19][C:20]([CH3:22])([CH3:23])[CH3:21])[CH2:15][CH2:14][C:13]=2[CH:25]=1. The catalyst class is: 25.